From a dataset of Catalyst prediction with 721,799 reactions and 888 catalyst types from USPTO. Predict which catalyst facilitates the given reaction. (1) Reactant: CN(C(ON1N=NC2C=CC=NC1=2)=[N+](C)C)C.F[P-](F)(F)(F)(F)F.Cl.[C:26]([O:30][C:31]([NH:33][C:34]1[C:43]2[C:38](=[CH:39][CH:40]=[CH:41][CH:42]=2)[C:37]([O:44][C:45]2[CH:50]=[CH:49][N:48]=[C:47]([NH:51][C:52]3[CH:60]=[CH:59][C:55]([C:56](O)=[O:57])=[C:54]([O:61][CH3:62])[CH:53]=3)[CH:46]=2)=[CH:36][CH:35]=1)=[O:32])([CH3:29])([CH3:28])[CH3:27].Cl.[NH2:64][CH2:65][CH2:66][N:67]1[CH2:72][CH2:71][S:70](=[O:73])[CH2:69][CH2:68]1.CCN(C(C)C)C(C)C. Product: [CH3:62][O:61][C:54]1[CH:53]=[C:52]([NH:51][C:47]2[CH:46]=[C:45]([O:44][C:37]3[C:38]4[C:43](=[CH:42][CH:41]=[CH:40][CH:39]=4)[C:34]([NH:33][C:31](=[O:32])[O:30][C:26]([CH3:28])([CH3:27])[CH3:29])=[CH:35][CH:36]=3)[CH:50]=[CH:49][N:48]=2)[CH:60]=[CH:59][C:55]=1[C:56](=[O:57])[NH:64][CH2:65][CH2:66][N:67]1[CH2:72][CH2:71][S:70](=[O:73])[CH2:69][CH2:68]1. The catalyst class is: 18. (2) Product: [CH2:17]([C:15]1[N:14]([C:24]2[CH:29]=[CH:28][C:27]([S:30]([NH2:33])(=[O:31])=[O:32])=[CH:26][C:25]=2[F:34])[N:13]=[C:12]([CH2:11][OH:10])[N:16]=1)[C:18]1[CH:19]=[CH:20][CH:21]=[CH:22][CH:23]=1. Reactant: C([O-])([O-])=O.[K+].[K+].C([O:10][CH2:11][C:12]1[N:16]=[C:15]([CH2:17][C:18]2[CH:23]=[CH:22][CH:21]=[CH:20][CH:19]=2)[N:14]([C:24]2[CH:29]=[CH:28][C:27]([S:30]([NH2:33])(=[O:32])=[O:31])=[CH:26][C:25]=2[F:34])[N:13]=1)(=O)C. The catalyst class is: 5.